Predict the reactants needed to synthesize the given product. From a dataset of Full USPTO retrosynthesis dataset with 1.9M reactions from patents (1976-2016). (1) Given the product [Cl:13][C:14]1[CH:21]=[CH:20][C:17]([CH2:18][C:8]2([C:28]#[N:29])[C:7](=[O:10])[C:6]([CH3:11])([CH3:12])[CH2:5][CH2:9]2)=[CH:16][CH:15]=1, predict the reactants needed to synthesize it. The reactants are: [H-].[Na+].C([CH:5]1[CH2:9][CH2:8][C:7](=[O:10])[C:6]1([CH3:12])[CH3:11])#N.[Cl:13][C:14]1[CH:21]=[CH:20][C:17]([CH2:18]Cl)=[CH:16][CH:15]=1.CCCCCC.[CH3:28][N:29](C)C=O. (2) Given the product [OH:42][CH2:43][CH2:44][C:45]([N:47]1[C:56]2[C:51](=[CH:52][CH:53]=[CH:54][CH:55]=2)[CH2:50][CH2:49][CH:48]1[CH2:57][N:58]1[CH2:59][CH2:60][N:61]([C:64]2[CH:72]=[CH:71][CH:70]=[C:69]3[C:65]=2[CH:66]=[CH:67][NH:68]3)[CH2:62][CH2:63]1)=[O:46], predict the reactants needed to synthesize it. The reactants are: OCCC(N1C2C(=CC=CC=2)CCC1CN1CCN(C2C=CC=CC=2OCC(F)(F)F)CC1)=O.C([O:42][CH2:43][CH2:44][C:45]([N:47]1[C:56]2[C:51](=[CH:52][CH:53]=[CH:54][CH:55]=2)[CH2:50][CH2:49][CH:48]1[CH2:57][N:58]1[CH2:63][CH2:62][N:61]([C:64]2[CH:72]=[CH:71][CH:70]=[C:69]3[C:65]=2[CH:66]=[CH:67][NH:68]3)[CH2:60][CH2:59]1)=[O:46])C1C=CC=CC=1. (3) The reactants are: N.C([O:5][C@@H:6]1[CH2:10][C@@H:9]([CH2:11][O:12]C(=O)C2C=CC=CC=2)[O:8][C@H:7]1[N:21]1[CH:29]=[N:28][C:27]2[C:22]1=[N:23][CH:24]=[N:25][C:26]=2[NH:30][CH:31]1[CH2:36][CH2:35][CH:34]([OH:37])[CH2:33][CH2:32]1)(=O)C.OC1CCC(NC2N=CN=C3C=2N=CN3[C@H]2[C@H](O)C[C@@H](COC(=O)C3C=CC=CC=3)O2)CC1. Given the product [OH:37][CH:34]1[CH2:35][CH2:36][CH:31]([NH:30][C:26]2[N:25]=[CH:24][N:23]=[C:22]3[C:27]=2[N:28]=[CH:29][N:21]3[C@H:7]2[C@H:6]([OH:5])[CH2:10][C@@H:9]([CH2:11][OH:12])[O:8]2)[CH2:32][CH2:33]1, predict the reactants needed to synthesize it. (4) Given the product [OH:1][CH2:2][CH2:3][C:4]#[C:5][C:6]1[C:15]([O:16][CH3:17])=[CH:14][CH:13]=[CH:12][C:7]=1[C:8]([OH:10])=[O:9], predict the reactants needed to synthesize it. The reactants are: [OH:1][CH2:2][CH2:3][C:4]#[C:5][C:6]1[C:15]([O:16][CH3:17])=[CH:14][CH:13]=[CH:12][C:7]=1[C:8]([O:10]C)=[O:9].[OH-].[K+].Cl. (5) Given the product [F:1][C:2]([F:7])([F:6])[C:3]([OH:5])=[O:4].[F:8][C:9]([F:14])([F:13])[C:10]([OH:12])=[O:11].[Cl:22][C:23]1[CH:24]=[N:25][C:26]2[NH:27][C:28]3[CH:29]=[N:30][CH:31]=[C:32]([CH:53]=3)[CH2:33][CH2:34][C:35]3[CH:43]=[C:39]([NH:40][C:41]=1[N:42]=2)[CH:38]=[CH:37][C:36]=3[NH:44][C:45](=[O:52])[CH2:46][C@@H:47]1[CH2:51][CH2:50][N:49]([C:62]([NH:61][C:58]2[CH:59]=[CH:60][C:55]([F:54])=[CH:56][CH:57]=2)=[O:63])[CH2:48]1, predict the reactants needed to synthesize it. The reactants are: [F:1][C:2]([F:7])([F:6])[C:3]([OH:5])=[O:4].[F:8][C:9]([F:14])([F:13])[C:10]([OH:12])=[O:11].FC(F)(F)C(O)=O.[Cl:22][C:23]1[CH:24]=[N:25][C:26]2[NH:27][C:28]3[CH:29]=[N:30][CH:31]=[C:32]([CH:53]=3)[CH2:33][CH2:34][C:35]3[CH:43]=[C:39]([NH:40][C:41]=1[N:42]=2)[CH:38]=[CH:37][C:36]=3[NH:44][C:45](=[O:52])[CH2:46][C@@H:47]1[CH2:51][CH2:50][NH:49][CH2:48]1.[F:54][C:55]1[CH:60]=[CH:59][C:58]([N:61]=[C:62]=[O:63])=[CH:57][CH:56]=1. (6) Given the product [CH:1]([C:4]1([CH2:9][CH2:10][O:11][S:13]([CH3:12])(=[O:15])=[O:14])[O:8][CH2:7][CH2:6][O:5]1)([CH3:3])[CH3:2], predict the reactants needed to synthesize it. The reactants are: [CH:1]([C:4]1([CH2:9][CH2:10][OH:11])[O:8][CH2:7][CH2:6][O:5]1)([CH3:3])[CH3:2].[CH3:12][S:13](Cl)(=[O:15])=[O:14]. (7) The reactants are: [CH3:1][C:2]1[CH:7]=[CH:6][C:5]([NH2:8])=[CH:4][C:3]=1[NH:9][C:10]1[N:15]=[C:14]([C:16]2[CH:21]=[N:20][CH:19]=[CH:18][N:17]=2)[CH:13]=[CH:12][N:11]=1.[F:22][C:23]1[CH:24]=[C:25]([CH:29]=[C:30]([C:32]([F:35])([F:34])[F:33])[CH:31]=1)[C:26](O)=[O:27].F[P-](F)(F)(F)(F)F.N1(O[P+](N(C)C)(N(C)C)N(C)C)C2C=CC=CC=2N=N1.CCN(C(C)C)C(C)C. Given the product [F:22][C:23]1[CH:24]=[C:25]([CH:29]=[C:30]([C:32]([F:33])([F:34])[F:35])[CH:31]=1)[C:26]([NH:8][C:5]1[CH:6]=[CH:7][C:2]([CH3:1])=[C:3]([NH:9][C:10]2[N:15]=[C:14]([C:16]3[CH:21]=[N:20][CH:19]=[CH:18][N:17]=3)[CH:13]=[CH:12][N:11]=2)[CH:4]=1)=[O:27], predict the reactants needed to synthesize it. (8) Given the product [C:1]1([C:7]2[O:11][N:10]=[C:9]([C:12]([NH:14][CH2:15][CH2:16][CH2:17][CH2:18][C:19]([OH:21])=[O:20])=[O:13])[CH:8]=2)[CH:2]=[CH:3][CH:4]=[CH:5][CH:6]=1, predict the reactants needed to synthesize it. The reactants are: [C:1]1([C:7]2[O:11][N:10]=[C:9]([C:12]([NH:14][CH2:15][CH2:16][CH2:17][CH2:18][C:19]([O:21]C)=[O:20])=[O:13])[CH:8]=2)[CH:6]=[CH:5][CH:4]=[CH:3][CH:2]=1.[OH-].[Li+]. (9) Given the product [C@H:2]([NH:5][C:24](=[O:25])[C:23]1[CH:27]=[CH:28][C:20]([N:17]2[C:18]([OH:19])=[C:14]([C:11]3[CH:12]=[CH:13][C:8]([C:6]#[N:7])=[CH:9][C:10]=3[CH3:29])[CH:15]=[N:16]2)=[N:21][CH:22]=1)([CH2:3][CH3:4])[CH3:1], predict the reactants needed to synthesize it. The reactants are: [CH3:1][C@@H:2]([NH2:5])[CH2:3][CH3:4].[C:6]([C:8]1[CH:13]=[CH:12][C:11]([C:14]2[CH:15]=[N:16][N:17]([C:20]3[CH:28]=[CH:27][C:23]([C:24](O)=[O:25])=[CH:22][N:21]=3)[C:18]=2[OH:19])=[C:10]([CH3:29])[CH:9]=1)#[N:7].C1C=C2N=NN(O)C2=CC=1.O.CCN=C=NCCCN(C)C.CCN(C(C)C)C(C)C.